Dataset: Catalyst prediction with 721,799 reactions and 888 catalyst types from USPTO. Task: Predict which catalyst facilitates the given reaction. (1) Reactant: [Cl:1][C:2]1[CH:3]=[C:4]([CH:26]=[C:27]([Cl:29])[CH:28]=1)[O:5][CH:6]([CH2:24][CH3:25])[C:7]([NH:9][C:10]([CH3:23])([CH3:22])[C:11]#[C:12][CH2:13]O[Si](C(C)(C)C)(C)C)=[O:8].[F-].C([N+](CCCC)(CCCC)CCCC)CCC.CCCCCC.[C:54](OCC)(=[O:56])C. Product: [Cl:29][C:27]1[CH:26]=[C:4]([CH:3]=[C:2]([Cl:1])[CH:28]=1)[O:5][CH:6]([CH2:24][CH3:25])[C:7]([NH:9][C:10]([CH3:22])([CH3:23])[C:11]#[C:12][CH2:13][CH2:54][OH:56])=[O:8]. The catalyst class is: 7. (2) Reactant: [Br:1][C:2]1[N:7]=[CH:6][C:5]([OH:8])=[CH:4][CH:3]=1.Cl[C:10]([F:15])([F:14])C(O)=O.C(=O)([O-])[O-].[K+].[K+]. Product: [Br:1][C:2]1[CH:3]=[CH:4][C:5]([O:8][CH:10]([F:15])[F:14])=[CH:6][N:7]=1. The catalyst class is: 303. (3) Reactant: [OH:1][CH2:2][C:3]1[C:30]([CH3:31])=[CH:29][C:6]([O:7][CH2:8][CH2:9][N:10]2[CH2:28][CH2:27][C:13]3([O:18][CH2:17][CH2:16][N:15]([C:19]([C:21]4[N:22]=[C:23]([CH3:26])[S:24][CH:25]=4)=[O:20])[CH2:14]3)[CH2:12][CH2:11]2)=[C:5]([CH3:32])[CH:4]=1. Product: [CH3:31][C:30]1[CH:29]=[C:6]([O:7][CH2:8][CH2:9][N:10]2[CH2:11][CH2:12][C:13]3([O:18][CH2:17][CH2:16][N:15]([C:19]([C:21]4[N:22]=[C:23]([CH3:26])[S:24][CH:25]=4)=[O:20])[CH2:14]3)[CH2:27][CH2:28]2)[C:5]([CH3:32])=[CH:4][C:3]=1[CH:2]=[O:1]. The catalyst class is: 485. (4) Reactant: [CH:1]1[CH:2]=[C:3]([CH2:6][NH:7][C:8]2[C:13]([C:14]([OH:16])=O)=[CH:12][C:11]([S:17]([NH2:20])(=[O:19])=[O:18])=[C:10]([Cl:21])[CH:9]=2)[O:4][CH:5]=1.C1N=C[N:24](C(N2C=NC=C2)=O)C=1.[CH3:34][N:35]([CH3:40])[CH2:36][CH2:37][CH2:38]N. Product: [CH3:34][N:35]([CH2:36][CH2:37][CH2:38][C:9]1[C:8]([NH:7][CH2:6][C:3]2[O:4][CH:5]=[CH:1][CH:2]=2)=[C:13]([CH:12]=[C:11]([S:17]([NH2:20])(=[O:19])=[O:18])[C:10]=1[Cl:21])[C:14]([NH2:24])=[O:16])[CH3:40]. The catalyst class is: 20.